This data is from Catalyst prediction with 721,799 reactions and 888 catalyst types from USPTO. The task is: Predict which catalyst facilitates the given reaction. (1) Reactant: FC(F)(F)C(O)=O.C1(SCC([O:18][C:19]2[CH:24]=[CH:23][C:22]([N:25]([C:77]3[CH:82]=[CH:81][CH:80]=[CH:79][CH:78]=3)[C:26]([C:28]3[C:36]4[C:31](=[CH:32][CH:33]=[CH:34][CH:35]=4)[N:30]([C:37]4[CH:42]=[C:41]([O:43][CH3:44])[C:40]([NH:45][C:46](=[O:55])[CH2:47][S:48][C:49]5[CH:54]=[CH:53][CH:52]=[CH:51][CH:50]=5)=[CH:39][C:38]=4[C:56]([N:58]4[C@H:67]([CH2:68][NH:69]C(OC(C)(C)C)=O)[CH2:66][C:65]5[C:60](=[CH:61][CH:62]=[CH:63][CH:64]=5)[CH2:59]4)=[O:57])[CH:29]=3)=[O:27])=[CH:21][CH:20]=2)=O)C=CC=CC=1.[OH-].[Na+]. Product: [NH2:69][CH2:68][C@@H:67]1[CH2:66][C:65]2[C:60](=[CH:61][CH:62]=[CH:63][CH:64]=2)[CH2:59][N:58]1[C:56]([C:38]1[CH:39]=[C:40]([NH:45][C:46](=[O:55])[CH2:47][S:48][C:49]2[CH:50]=[CH:51][CH:52]=[CH:53][CH:54]=2)[C:41]([O:43][CH3:44])=[CH:42][C:37]=1[N:30]1[C:31]2[C:36](=[CH:35][CH:34]=[CH:33][CH:32]=2)[C:28]([C:26]([N:25]([C:22]2[CH:21]=[CH:20][C:19]([OH:18])=[CH:24][CH:23]=2)[C:77]2[CH:78]=[CH:79][CH:80]=[CH:81][CH:82]=2)=[O:27])=[CH:29]1)=[O:57]. The catalyst class is: 4. (2) Reactant: [Cl:1][C:2]1[C:3]([CH2:8][C:9]([O-:11])=O)=[N:4][CH:5]=[CH:6][CH:7]=1.[Na+].[Br:13][C:14]1[C:15]([CH3:21])=[C:16]([CH:18]=[CH:19][CH:20]=1)[NH2:17].CCN(C(C)C)C(C)C.CN(C(ON1N=NC2C=CC=NC1=2)=[N+](C)C)C.F[P-](F)(F)(F)(F)F. Product: [Br:13][C:14]1[C:15]([CH3:21])=[C:16]([NH:17][C:9](=[O:11])[CH2:8][C:3]2[C:2]([Cl:1])=[CH:7][CH:6]=[CH:5][N:4]=2)[CH:18]=[CH:19][CH:20]=1. The catalyst class is: 31. (3) The catalyst class is: 1. Reactant: Cl[CH2:2][CH2:3][CH2:4][C:5]([NH:7][C:8]1([CH3:14])[CH2:13][CH2:12][CH2:11][CH2:10][CH2:9]1)=[O:6].[H-].[Na+]. Product: [CH3:14][C:8]1([N:7]2[CH2:2][CH2:3][CH2:4][C:5]2=[O:6])[CH2:13][CH2:12][CH2:11][CH2:10][CH2:9]1. (4) Reactant: Cl[C:2]1[N:3]=[CH:4][C:5]2[CH:11]=[N:10][CH:9]=[C:8]([I:12])[C:6]=2[N:7]=1.[CH2:13]([O:20][C:21]([N:23]1[CH2:28][C@@H:27]([NH2:29])[CH2:26][C:25]([F:31])([F:30])[CH2:24]1)=[O:22])[C:14]1[CH:19]=[CH:18][CH:17]=[CH:16][CH:15]=1.C(N(CC)CC)C.C(O)C. Product: [CH2:13]([O:20][C:21]([N:23]1[CH2:28][C@@H:27]([NH:29][C:2]2[N:3]=[CH:4][C:5]3[CH:11]=[N:10][CH:9]=[C:8]([I:12])[C:6]=3[N:7]=2)[CH2:26][C:25]([F:31])([F:30])[CH2:24]1)=[O:22])[C:14]1[CH:15]=[CH:16][CH:17]=[CH:18][CH:19]=1. The catalyst class is: 6. (5) Reactant: [CH2:1]([C@H:8]1[C:12](=[O:13])[O:11][C@@H:10]([C:14]([CH3:17])([CH3:16])[CH3:15])[N:9]1[C:18]([O:20][CH2:21][CH:22]=[CH2:23])=[O:19])[C:2]1[CH:7]=[CH:6][CH:5]=[CH:4][CH:3]=1.C[Si]([N-][Si](C)(C)C)(C)C.[K+].[CH2:34](Br)[CH:35]=[CH2:36].[Cl-].[NH4+]. The catalyst class is: 207. Product: [CH2:36]([C@:8]1([CH2:1][C:2]2[CH:7]=[CH:6][CH:5]=[CH:4][CH:3]=2)[C:12](=[O:13])[O:11][C@@H:10]([C:14]([CH3:17])([CH3:16])[CH3:15])[N:9]1[C:18]([O:20][CH2:21][CH:22]=[CH2:23])=[O:19])[CH:35]=[CH2:34].